Dataset: Hepatocyte clearance measurements from AstraZeneca. Task: Regression/Classification. Given a drug SMILES string, predict its absorption, distribution, metabolism, or excretion properties. Task type varies by dataset: regression for continuous measurements (e.g., permeability, clearance, half-life) or binary classification for categorical outcomes (e.g., BBB penetration, CYP inhibition). For this dataset (clearance_hepatocyte_az), we predict log10(clearance) (log10 of the in vitro intrinsic clearance, CLint, in uL/min per 10^6 hepatocytes; values are censored to the assay range of 3 to 150, which is 0.477 to 2.18 on this log10 scale). (1) The molecule is Cc1cc(-c2ccc(Cl)c(C(=O)NCC3(O)CCCCCC3)c2)nn1C[C@H](O)CN. The log10(clearance) is 0.480. (2) The compound is Nc1ncnc2c1ncn2[C@@H]1O[C@H](CSCCCNC(=O)Nc2ccc(Cl)cc2)[C@@H](O)[C@H]1O. The log10(clearance) is 1.97.